From a dataset of Forward reaction prediction with 1.9M reactions from USPTO patents (1976-2016). Predict the product of the given reaction. Given the reactants [CH3:1][O:2][C:3]1[CH:27]=[C:26]([O:28][CH3:29])[CH:25]=[CH:24][C:4]=1[CH2:5][N:6]([C:19]1[S:23][N:22]=[CH:21][N:20]=1)[S:7]([C:10]1[CH:15]=[C:14]([F:16])[C:13](F)=[CH:12][C:11]=1[F:18])(=[O:9])=[O:8].C(=O)([O-])[O-].[K+].[K+].[Cl:36][C:37]1[CH:42]=[CH:41][C:40]([OH:43])=[C:39]([C:44]2[N:49]3[CH:50]=[CH:51][N:52]=[C:48]3[N:47]=[CH:46][CH:45]=2)[CH:38]=1, predict the reaction product. The product is: [Cl:36][C:37]1[CH:42]=[CH:41][C:40]([O:43][C:13]2[C:14]([F:16])=[CH:15][C:10]([S:7]([N:6]([CH2:5][C:4]3[CH:24]=[CH:25][C:26]([O:28][CH3:29])=[CH:27][C:3]=3[O:2][CH3:1])[C:19]3[S:23][N:22]=[CH:21][N:20]=3)(=[O:8])=[O:9])=[C:11]([F:18])[CH:12]=2)=[C:39]([C:44]2[N:49]3[CH:50]=[CH:51][N:52]=[C:48]3[N:47]=[CH:46][CH:45]=2)[CH:38]=1.